Dataset: Full USPTO retrosynthesis dataset with 1.9M reactions from patents (1976-2016). Task: Predict the reactants needed to synthesize the given product. (1) Given the product [O:1]=[CH:2][CH2:3][CH2:4][CH2:5][NH:6][C:7]([N:9]1[CH2:10][C:11]2[C:16](=[CH:15][CH:14]=[CH:13][CH:12]=2)[CH2:17]1)=[O:8], predict the reactants needed to synthesize it. The reactants are: [OH:1][CH2:2][CH2:3][CH2:4][CH2:5][NH:6][C:7]([N:9]1[CH2:17][C:16]2[C:11](=[CH:12][CH:13]=[CH:14][CH:15]=2)[CH2:10]1)=[O:8].O=CCCCNC(=O)C1C=CC=CC=1. (2) Given the product [NH:21]1[CH2:20][CH:19]([N:18]([CH3:30])[C:7]2[CH:6]=[CH:5][C:4]([C:1]([NH2:2])=[O:3])=[C:12]3[C:8]=2[CH:9]=[C:10]([CH:13]2[CH2:17][CH2:16][O:15][CH2:14]2)[NH:11]3)[CH2:22]1, predict the reactants needed to synthesize it. The reactants are: [C:1]([C:4]1[CH:5]=[CH:6][C:7]([N:18]([CH3:30])[CH:19]2[CH2:22][N:21](C(OC(C)(C)C)=O)[CH2:20]2)=[C:8]2[C:12]=1[NH:11][C:10]([CH:13]1[CH:17]=[CH:16][O:15][CH2:14]1)=[CH:9]2)(=[O:3])[NH2:2].C([SiH](CC)CC)C.B(F)(F)F.CCOCC. (3) Given the product [NH2:48][C:45]1[N:46]=[CH:47][C:42]([C:2]2[N:7]=[C:6]([C:8]([NH:10][CH2:11][C:12]3[C:13](=[O:20])[NH:14][C:15]([CH3:19])=[CH:16][C:17]=3[CH3:18])=[O:9])[C:5]([CH3:21])=[C:4]([N:22]3[CH2:26][CH2:25][CH2:24][C@@H:23]3[CH3:27])[N:3]=2)=[CH:43][CH:44]=1, predict the reactants needed to synthesize it. The reactants are: Cl[C:2]1[N:7]=[C:6]([C:8]([NH:10][CH2:11][C:12]2[C:13](=[O:20])[NH:14][C:15]([CH3:19])=[CH:16][C:17]=2[CH3:18])=[O:9])[C:5]([CH3:21])=[C:4]([N:22]2[CH2:26][CH2:25][CH2:24][C@@H:23]2[CH3:27])[N:3]=1.C[C@H]1CCCN1.CC1(C)C(C)(C)OB([C:42]2[CH:43]=[CH:44][C:45]([NH2:48])=[N:46][CH:47]=2)O1.C(=O)([O-])[O-].[Na+].[Na+].C(Cl)Cl. (4) The reactants are: [Br:1][C:2]1[C:19]([O:20][CH3:21])=[C:18]([O:22][CH3:23])[C:17]([O:24][CH3:25])=[CH:16][C:3]=1[CH2:4][N:5]1[CH:13]=[N:12][C:11]2[C:6]1=[N:7][C:8]([NH2:15])=[N:9][C:10]=2Cl.[NH3:26]. Given the product [Br:1][C:2]1[C:19]([O:20][CH3:21])=[C:18]([O:22][CH3:23])[C:17]([O:24][CH3:25])=[CH:16][C:3]=1[CH2:4][N:5]1[CH:13]=[N:12][C:11]2[C:6]1=[N:7][C:8]([NH2:15])=[N:9][C:10]=2[NH2:26], predict the reactants needed to synthesize it. (5) Given the product [C:23]([C:26]1[N:13]([CH2:14][CH:15]2[CH2:20][CH2:19][O:18][CH2:17][CH2:16]2)[C:10]2[CH:11]=[CH:12][C:7]([S:4]([CH:1]([CH3:3])[CH3:2])(=[O:5])=[O:6])=[CH:8][C:9]=2[N:21]=1)([CH3:25])([CH3:24])[CH3:22], predict the reactants needed to synthesize it. The reactants are: [CH:1]([S:4]([C:7]1[CH:8]=[C:9]([NH2:21])[C:10]([NH:13][CH2:14][CH:15]2[CH2:20][CH2:19][O:18][CH2:17][CH2:16]2)=[CH:11][CH:12]=1)(=[O:6])=[O:5])([CH3:3])[CH3:2].[C:22](Cl)(=O)[C:23]([CH3:26])([CH3:25])[CH3:24].